From a dataset of Forward reaction prediction with 1.9M reactions from USPTO patents (1976-2016). Predict the product of the given reaction. (1) Given the reactants Cl[C:2]1[CH:11]=[CH:10][C:9]2[C:8]([C:12]([NH:14][CH2:15][CH:16]3[CH2:21][CH2:20][CH2:19][CH2:18][CH2:17]3)=[O:13])=[C:7]([Cl:22])[CH:6]=[CH:5][C:4]=2[N:3]=1.[NH:23]1[CH2:34][CH2:33][CH2:32][C@@H:24]1[C:25]([O:27][C:28]([CH3:31])([CH3:30])[CH3:29])=[O:26], predict the reaction product. The product is: [CH3:31][C:28]([O:27][C:25](=[O:26])[C@H:24]1[CH2:32][CH2:33][CH2:34][N:23]1[C:2]1[CH:11]=[CH:10][C:9]2[C:4](=[CH:5][CH:6]=[C:7]([Cl:22])[C:8]=2[C:12]([NH:14][CH2:15][CH:16]2[CH2:21][CH2:20][CH2:19][CH2:18][CH2:17]2)=[O:13])[N:3]=1)([CH3:29])[CH3:30]. (2) Given the reactants Br[C:2]1[CH:3]=[C:4]([S:8]([N:11]2[CH:15]=[CH:14][C:13](/[CH:16]=[CH:17]/[C:18]([NH:20][O:21][CH:22]3[CH2:27][CH2:26][CH2:25][CH2:24][O:23]3)=[O:19])=[CH:12]2)(=[O:10])=[O:9])[CH:5]=[CH:6][CH:7]=1.CC1(C)C(C)(C)OB([C:36]2[CH:51]=[CH:50][C:39]([O:40][CH2:41][CH2:42][CH2:43][N:44]3[CH2:49][CH2:48][O:47][CH2:46][CH2:45]3)=[CH:38][CH:37]=2)O1.C([O-])([O-])=O.[Na+].[Na+], predict the reaction product. The product is: [N:44]1([CH2:43][CH2:42][CH2:41][O:40][C:39]2[CH:50]=[CH:51][C:36]([C:2]3[CH:7]=[CH:6][CH:5]=[C:4]([S:8]([N:11]4[CH:15]=[CH:14][C:13](/[CH:16]=[CH:17]/[C:18]([NH:20][O:21][CH:22]5[CH2:27][CH2:26][CH2:25][CH2:24][O:23]5)=[O:19])=[CH:12]4)(=[O:10])=[O:9])[CH:3]=3)=[CH:37][CH:38]=2)[CH2:49][CH2:48][O:47][CH2:46][CH2:45]1. (3) Given the reactants [Cl:1][C:2]1[CH:3]=[CH:4][C:5]2[N:11]([CH2:12][C:13]([CH3:17])([CH3:16])[CH2:14][OH:15])[C:10](=[O:18])[C@@H:9]([CH2:19][C:20]([NH:22][CH2:23][CH2:24][C:25]3[CH:30]=[CH:29][C:28]([O:31][CH2:32][C:33]([OH:35])=[O:34])=[CH:27][CH:26]=3)=[O:21])[O:8][C@H:7]([C:36]3[CH:41]=[CH:40][CH:39]=[C:38]([O:42][CH3:43])[C:37]=3[O:44][CH3:45])[C:6]=2[CH:46]=1.N1C=CC=CC=1.[C:53](OCC)(=[O:55])[CH3:54].C(Cl)(=O)C, predict the reaction product. The product is: [C:53]([O:15][CH2:14][C:13]([CH3:16])([CH3:17])[CH2:12][N:11]1[C:5]2[CH:4]=[CH:3][C:2]([Cl:1])=[CH:46][C:6]=2[C@@H:7]([C:36]2[CH:41]=[CH:40][CH:39]=[C:38]([O:42][CH3:43])[C:37]=2[O:44][CH3:45])[O:8][C@H:9]([CH2:19][C:20]([NH:22][CH2:23][CH2:24][C:25]2[CH:30]=[CH:29][C:28]([O:31][CH2:32][C:33]([OH:35])=[O:34])=[CH:27][CH:26]=2)=[O:21])[C:10]1=[O:18])(=[O:55])[CH3:54]. (4) Given the reactants [NH2:1][C:2]1[N:7]=[CH:6][C:5]([C:8]2[CH:33]=[CH:32][C:11]3[N:12]([C:28]([CH3:31])([CH3:30])[CH3:29])[C:13]([C:15]4[CH:16]=C([CH:20]=[CH:21][C:22]=4[N:23]4[CH:27]=[N:26][CH:25]=[N:24]4)C#N)=[N:14][C:10]=3[CH:9]=2)=[CH:4][N:3]=1.[OH-:34].[K+].[CH3:36][CH2:37][OH:38], predict the reaction product. The product is: [NH2:1][C:2]1[N:7]=[CH:6][C:5]([C:8]2[CH:33]=[CH:32][C:11]3[N:12]([C:28]([CH3:31])([CH3:30])[CH3:29])[C:13]([C:15]4[CH:16]=[C:36]([CH:20]=[CH:21][C:22]=4[N:23]4[CH:27]=[N:26][CH:25]=[N:24]4)[C:37]([OH:34])=[O:38])=[N:14][C:10]=3[CH:9]=2)=[CH:4][N:3]=1. (5) Given the reactants [Br:1][C:2]1[CH:10]=[C:9]2[C:5]([C:6](=[O:12])[NH:7][C:8]2=[O:11])=[CH:4][C:3]=1[C:13]([OH:15])=[O:14].Cl[CH2:17][C:18]1[CH:23]=[CH:22][C:21]([O:24][CH3:25])=[CH:20][CH:19]=1.[C:26](=[O:29])([O-])[O-].[K+].[K+].CN(C=O)C, predict the reaction product. The product is: [Br:1][C:2]1[CH:10]=[C:9]2[C:5]([C:6](=[O:12])[N:7]([CH2:17][C:18]3[CH:23]=[CH:22][C:21]([O:24][CH3:25])=[CH:20][CH:19]=3)[C:8]2=[O:11])=[CH:4][C:3]=1[C:13]([O:15][CH2:13][C:3]1[CH:4]=[CH:5][C:9]([O:29][CH3:26])=[CH:10][CH:2]=1)=[O:14]. (6) Given the reactants [F:1][C:2]([F:33])([F:32])[CH2:3][NH:4][C:5]([NH:7][C:8]1[CH:9]=[C:10]([N:14]2[C:18]3[CH:19]=[CH:20][C:21]([C:23]4[CH:24]=[C:25]([CH:29]=[CH:30][CH:31]=4)[C:26]([OH:28])=O)=[CH:22][C:17]=3[N:16]=[CH:15]2)[CH:11]=[CH:12][CH:13]=1)=[O:6].[O:34]1[CH2:38][CH2:37][CH2:36][CH:35]1[CH2:39][NH2:40], predict the reaction product. The product is: [O:34]1[CH2:38][CH2:37][CH2:36][CH:35]1[CH2:39][NH:40][C:26](=[O:28])[C:25]1[CH:29]=[CH:30][CH:31]=[C:23]([C:21]2[CH:20]=[CH:19][C:18]3[N:14]([C:10]4[CH:11]=[CH:12][CH:13]=[C:8]([NH:7][C:5]([NH:4][CH2:3][C:2]([F:33])([F:1])[F:32])=[O:6])[CH:9]=4)[CH:15]=[N:16][C:17]=3[CH:22]=2)[CH:24]=1. (7) The product is: [F:1][C:2]1[CH:3]=[C:4]([N:8]2[C:12](=[O:13])[N:11]([CH2:21][C:22]3[N:26]([CH3:27])[C:25]([S:28]([CH3:31])(=[O:30])=[O:29])=[N:24][N:23]=3)[N:10]=[N:9]2)[CH:5]=[CH:6][CH:7]=1. Given the reactants [F:1][C:2]1[CH:3]=[C:4]([N:8]2[C:12](=[O:13])[NH:11][N:10]=[N:9]2)[CH:5]=[CH:6][CH:7]=1.C([O-])([O-])=O.[K+].[K+].I[CH2:21][C:22]1[N:26]([CH3:27])[C:25]([S:28]([CH3:31])(=[O:30])=[O:29])=[N:24][N:23]=1, predict the reaction product. (8) Given the reactants [NH2:1][C:2]1[C:10]2[C:5](=[N:6][CH:7]=[CH:8][C:9]=2[C:11]([F:14])([F:13])[F:12])[S:4][C:3]=1[C:15]([OH:17])=O.CN(C(ON1N=NC2C=CC=NC1=2)=[N+](C)C)C.F[P-](F)(F)(F)(F)F.CCN(C(C)C)C(C)C.[C:51]1([CH2:57][CH2:58][NH2:59])[CH:56]=[CH:55][CH:54]=[CH:53][CH:52]=1, predict the reaction product. The product is: [NH2:1][C:2]1[C:10]2[C:5](=[N:6][CH:7]=[CH:8][C:9]=2[C:11]([F:12])([F:13])[F:14])[S:4][C:3]=1[C:15]([NH:59][CH2:58][CH2:57][C:51]1[CH:56]=[CH:55][CH:54]=[CH:53][CH:52]=1)=[O:17]. (9) Given the reactants [C:1](O)(=[O:5])[C:2](C)=[CH2:3].C[C:8](=[CH2:17])[C:9]([O:11][C:12](=[O:16])[C:13]([CH3:15])=[CH2:14])=O.O=O, predict the reaction product. The product is: [C:12]([O:11][C:9]1[CH:8]=[CH:17][C:1]([OH:5])=[CH:2][CH:3]=1)(=[O:16])[C:13]([CH3:15])=[CH2:14].